This data is from Forward reaction prediction with 1.9M reactions from USPTO patents (1976-2016). The task is: Predict the product of the given reaction. Given the reactants [CH3:1][O:2][C:3]1[C:13]2[C:12]([C:14]3[CH:15]=[C:16]([CH:19]=[CH:20][CH:21]=3)[C:17]#[N:18])=[N:11][CH2:10][C:9](=[O:22])[NH:8][C:7]=2[CH:6]=[C:5]([O:23][CH3:24])[C:4]=1[C:25]1[CH:30]=[CH:29][CH:28]=[CH:27][CH:26]=1.CI.[CH2:33](I)[CH3:34], predict the reaction product. The product is: [CH3:1][O:2][C:3]1[C:13]2[C:12]([C:14]3[CH:15]=[C:16]([CH:19]=[CH:20][CH:21]=3)[C:17]#[N:18])=[N:11][CH2:10][C:9](=[O:22])[N:8]([CH2:33][CH3:34])[C:7]=2[CH:6]=[C:5]([O:23][CH3:24])[C:4]=1[C:25]1[CH:30]=[CH:29][CH:28]=[CH:27][CH:26]=1.